From a dataset of Peptide-MHC class I binding affinity with 185,985 pairs from IEDB/IMGT. Regression. Given a peptide amino acid sequence and an MHC pseudo amino acid sequence, predict their binding affinity value. This is MHC class I binding data. (1) The peptide sequence is EVAQRAYR. The MHC is HLA-A29:02 with pseudo-sequence HLA-A29:02. The binding affinity (normalized) is 0. (2) The peptide sequence is RPAPARLPL. The MHC is HLA-B07:02 with pseudo-sequence HLA-B07:02. The binding affinity (normalized) is 0.738. (3) The peptide sequence is SEDGLDGFDW. The MHC is HLA-B40:02 with pseudo-sequence HLA-B40:02. The binding affinity (normalized) is 0.115. (4) The peptide sequence is RKMPHLFSK. The MHC is HLA-B18:01 with pseudo-sequence HLA-B18:01. The binding affinity (normalized) is 0.0847. (5) The peptide sequence is NINFNNSSII. The MHC is HLA-A68:02 with pseudo-sequence HLA-A68:02. The binding affinity (normalized) is 0.182. (6) The peptide sequence is SLLLENKSLT. The MHC is HLA-A68:02 with pseudo-sequence HLA-A68:02. The binding affinity (normalized) is 0.213. (7) The peptide sequence is LLLQNFTAL. The binding affinity (normalized) is 0.578. The MHC is HLA-A02:01 with pseudo-sequence HLA-A02:01.